From a dataset of Reaction yield outcomes from USPTO patents with 853,638 reactions. Predict the reaction yield, written as a fraction of the theoretical maximum amount of product (1.0 means a 100% yield; for example, 0.34 means a 34% yield). (1) The reactants are [CH3:1][Si:2]([CH3:21])([CH3:20])[CH2:3][CH2:4][O:5][CH2:6][N:7]1[C:15]2[CH:14]=[C:13]([C:16](OC)=[O:17])[N:12]=[CH:11][C:10]=2[N:9]=[N:8]1.[BH4-].[Na+]. The catalyst is CO. The product is [CH3:1][Si:2]([CH3:21])([CH3:20])[CH2:3][CH2:4][O:5][CH2:6][N:7]1[C:15]2[CH:14]=[C:13]([CH2:16][OH:17])[N:12]=[CH:11][C:10]=2[N:9]=[N:8]1. The yield is 0.950. (2) The reactants are [CH2:1]([C:3]1[C:11]2[N:10]3[CH:12]=[CH:13][CH:14]=[C:9]3[CH:8]=[N:7][C:6]=2[N:5](COCC[Si](C)(C)C)[C:4]=1[C:23]1[CH:28]=[CH:27][C:26]([C:29]2([CH3:34])OCC[O:30]2)=[CH:25][CH:24]=1)[CH3:2].Cl.C(O)(C(F)(F)F)=O.[NH4+].[OH-]. The catalyst is CC(C)=O.C(Cl)Cl. The product is [CH2:1]([C:3]1[C:11]2[N:10]3[CH:12]=[CH:13][CH:14]=[C:9]3[CH:8]=[N:7][C:6]=2[NH:5][C:4]=1[C:23]1[CH:28]=[CH:27][C:26]([C:29](=[O:30])[CH3:34])=[CH:25][CH:24]=1)[CH3:2]. The yield is 0.600. (3) The reactants are [C:1]([C:3]1[CH:22]=[CH:21][C:6]([O:7][C:8]2[C:9]([CH2:19][CH3:20])=[N:10][N:11]([CH2:15][C:16](O)=[O:17])[C:12]=2[CH2:13][CH3:14])=[CH:5][CH:4]=1)#[N:2].[C:23](NN)(=[O:25])[CH3:24].Cl.CN(C)CCCN=C=NCC.O.O[N:42]1C2C=CC=CC=2N=[N:43]1.CN1CCOCC1. The catalyst is CN(C)C=O. The product is [C:23]([CH:15]([N:11]1[C:12]([CH2:13][CH3:14])=[C:8]([O:7][C:6]2[CH:21]=[CH:22][C:3]([C:1]#[N:2])=[CH:4][CH:5]=2)[C:9]([CH2:19][CH3:20])=[N:10]1)[C:16]([NH:42][NH2:43])=[O:17])(=[O:25])[CH3:24]. The yield is 0.720. (4) The reactants are C(OC([NH:8][C@@H:9]([CH3:16])/[CH:10]=[CH:11]/[C:12]([O:14][CH3:15])=[O:13])=O)(C)(C)C.[ClH:17]. The catalyst is O1CCOCC1. The yield is 0.980. The product is [ClH:17].[NH2:8][C@@H:9]([CH3:16])/[CH:10]=[CH:11]/[C:12]([O:14][CH3:15])=[O:13]. (5) The reactants are [N:1]1[CH:6]=[CH:5][CH:4]=[C:3]([C:7](=[O:14])[CH2:8][CH2:9][CH2:10][CH2:11][CH2:12][CH3:13])[CH:2]=1.N1CCCC[CH2:16]1.C(O)(=O)C.C=O. The catalyst is CO. The product is [CH2:16]=[C:8]([CH2:9][CH2:10][CH2:11][CH2:12][CH3:13])[C:7]([C:3]1[CH:2]=[N:1][CH:6]=[CH:5][CH:4]=1)=[O:14]. The yield is 0.950. (6) The reactants are [CH3:1][O:2][C:3]1[CH:4]=[C:5]2[C:10](=[CH:11][CH:12]=1)[NH:9][C:8](=O)[C:7]([C:14]([F:17])([F:16])[F:15])=[CH:6]2.O=P(Cl)(Cl)[Cl:20]. No catalyst specified. The product is [Cl:20][C:8]1[C:7]([C:14]([F:17])([F:16])[F:15])=[CH:6][C:5]2[C:10](=[CH:11][CH:12]=[C:3]([O:2][CH3:1])[CH:4]=2)[N:9]=1. The yield is 0.940.